From a dataset of Forward reaction prediction with 1.9M reactions from USPTO patents (1976-2016). Predict the product of the given reaction. Given the reactants [CH3:1][N:2]1[C:7](=[O:8])[C:6]([C:9]2[C:14]([CH2:15][CH3:16])=[CH:13][C:12]([CH2:17][CH3:18])=[CH:11][C:10]=2[CH2:19][CH3:20])=[C:5]([O:21][CH2:22]SC)[C:4]([CH3:25])=[N:3]1.Cl[C:27]1C=CC=C(C(OO)=O)C=1.[S:37]([O-:41])([O-])(=[O:39])=S.[Na+].[Na+], predict the reaction product. The product is: [CH3:1][N:2]1[C:7](=[O:8])[C:6]([C:9]2[C:10]([CH2:19][CH3:20])=[CH:11][C:12]([CH2:17][CH3:18])=[CH:13][C:14]=2[CH2:15][CH3:16])=[C:5]([O:21][CH2:22][S:37]([CH3:27])(=[O:41])=[O:39])[C:4]([CH3:25])=[N:3]1.